From a dataset of Catalyst prediction with 721,799 reactions and 888 catalyst types from USPTO. Predict which catalyst facilitates the given reaction. (1) Reactant: [CH3:1][N:2]([CH2:20][C:21]([O:23]C(C)(C)C)=[O:22])[C:3]1[CH:8]=[N:7][CH:6]=[C:5]([C:9]2[S:10][C:11]3[CH:19]=[CH:18][CH:17]=[CH:16][C:12]=3[C:13](=[O:15])[N:14]=2)[N:4]=1.C(OC(C)C)(C)C. Product: [CH3:1][N:2]([CH2:20][C:21]([OH:23])=[O:22])[C:3]1[CH:8]=[N:7][CH:6]=[C:5]([C:9]2[S:10][C:11]3[CH:19]=[CH:18][CH:17]=[CH:16][C:12]=3[C:13](=[O:15])[N:14]=2)[N:4]=1. The catalyst class is: 55. (2) Reactant: [CH2:1]([O:8][C:9]1[CH:14]=[CH:13][C:12]([C:15]2OC(=O)[S:17][N:16]=2)=[CH:11][CH:10]=1)[C:2]1[CH:7]=[CH:6][CH:5]=[CH:4][CH:3]=1.[C:21]([O:25][CH3:26])(=[O:24])[CH2:22][CH3:23]. Product: [CH3:26][O:25][C:21]([C:22]1[S:17][N:16]=[C:15]([C:12]2[CH:11]=[CH:10][C:9]([O:8][CH2:1][C:2]3[CH:7]=[CH:6][CH:5]=[CH:4][CH:3]=3)=[CH:14][CH:13]=2)[CH:23]=1)=[O:24]. The catalyst class is: 159. (3) Reactant: [O:1]=[C:2]1[C:15]2[C:10](=[CH:11][CH:12]=[CH:13][CH:14]=2)[C:9]2[CH:8]=[C:7]([C:16]#[N:17])[CH:6]=[CH:5][C:4]=2[NH:3]1.[H-].[Na+].[H][H].[CH2:22](Br)[C:23]1[CH:28]=[CH:27][CH:26]=[CH:25][CH:24]=1. Product: [CH2:22]([N:3]1[C:2](=[O:1])[C:15]2[C:10](=[CH:11][CH:12]=[CH:13][CH:14]=2)[C:9]2[CH:8]=[C:7]([C:16]#[N:17])[CH:6]=[CH:5][C:4]1=2)[C:23]1[CH:28]=[CH:27][CH:26]=[CH:25][CH:24]=1. The catalyst class is: 18. (4) Reactant: [Cl:1][C:2]1[CH:3]=[N:4][N:5]([CH3:17])[C:6]=1[C:7]1[S:8][CH:9]=[C:10]([C:12]([O:14]CC)=[O:13])[N:11]=1.[OH-].[K+]. Product: [Cl:1][C:2]1[CH:3]=[N:4][N:5]([CH3:17])[C:6]=1[C:7]1[S:8][CH:9]=[C:10]([C:12]([OH:14])=[O:13])[N:11]=1. The catalyst class is: 20. (5) The catalyst class is: 7. Reactant: [F:1][C:2]([F:28])([F:27])[C:3]1[CH:8]=[CH:7][C:6]([C:9]2[C:10]([C:15]([NH:17][C:18]3[CH:19]=[C:20]([C:24](O)=[O:25])[N:21]([CH3:23])[CH:22]=3)=[O:16])=[CH:11][CH:12]=[CH:13][CH:14]=2)=[CH:5][CH:4]=1.[C:29]1([CH:35]2[CH2:40][CH2:39][N:38]([C:41]3[CH:48]=[CH:47][C:44]([CH2:45][NH2:46])=[CH:43][CH:42]=3)[CH2:37][CH2:36]2)[CH:34]=[CH:33][CH:32]=[CH:31][CH:30]=1.CN(C(ON1N=NC2C=CC=CC1=2)=[N+](C)C)C.[B-](F)(F)(F)F.C(N(CC)CC)C. Product: [C:29]1([CH:35]2[CH2:36][CH2:37][N:38]([C:41]3[CH:48]=[CH:47][C:44]([CH2:45][NH:46][C:24]([C:20]4[N:21]([CH3:23])[CH:22]=[C:18]([NH:17][C:15]([C:10]5[C:9]([C:6]6[CH:5]=[CH:4][C:3]([C:2]([F:27])([F:28])[F:1])=[CH:8][CH:7]=6)=[CH:14][CH:13]=[CH:12][CH:11]=5)=[O:16])[CH:19]=4)=[O:25])=[CH:43][CH:42]=3)[CH2:39][CH2:40]2)[CH:30]=[CH:31][CH:32]=[CH:33][CH:34]=1. (6) Reactant: [NH:1]1[CH2:4][CH:3]([NH:5][C:6](=[O:12])OC(C)(C)C)[CH2:2]1.[CH:13](N(CC)C(C)C)(C)C.C(Cl)(=O)C.[F:26][C:27]([F:32])([F:31])[C:28]([OH:30])=[O:29]. Product: [F:26][C:27]([F:32])([F:31])[C:28]([OH:30])=[O:29].[NH:1]1[CH2:4][CH:3]([NH:5][C:6](=[O:12])[CH3:13])[CH2:2]1. The catalyst class is: 124. (7) Product: [CH2:22]([N:3]([CH2:1][CH3:2])[CH2:4][CH2:5][CH2:6][O:7][C:8]1[CH:9]=[CH:10][C:11]([CH:14]([N:16]([CH2:17][CH2:18][N:19]([CH3:20])[CH3:21])[S:31]([CH2:30][C:24]2[CH:29]=[CH:28][CH:27]=[CH:26][CH:25]=2)(=[O:33])=[O:32])[CH3:15])=[CH:12][CH:13]=1)[CH3:23]. The catalyst class is: 79. Reactant: [CH2:1]([N:3]([CH2:22][CH3:23])[CH2:4][CH2:5][CH2:6][O:7][C:8]1[CH:13]=[CH:12][C:11]([CH:14]([NH:16][CH2:17][CH2:18][N:19]([CH3:21])[CH3:20])[CH3:15])=[CH:10][CH:9]=1)[CH3:2].[C:24]1([CH2:30][S:31](Cl)(=[O:33])=[O:32])[CH:29]=[CH:28][CH:27]=[CH:26][CH:25]=1.C(O)C(N)(CO)CO.CS(Cl)(=O)=O.